The task is: Predict the reaction yield, written as a fraction of the theoretical maximum amount of product (1.0 means a 100% yield; for example, 0.34 means a 34% yield).. This data is from Reaction yield outcomes from USPTO patents with 853,638 reactions. (1) The reactants are [N+:1]([C:4]1[C:9]([OH:10])=[CH:8][CH:7]=[CH:6][C:5]=1[OH:11])([O-])=O. The catalyst is CO.[Pd]. The product is [NH2:1][C:4]1[C:9]([OH:10])=[CH:8][CH:7]=[CH:6][C:5]=1[OH:11]. The yield is 0.950. (2) The reactants are [NH:1]1[CH2:5][CH2:4][CH2:3][CH2:2]1.[Cl:6][C:7]1[CH:14]=[C:13]([OH:15])[C:12]([Cl:16])=[CH:11][C:8]=1[CH:9]=O.C(O[BH-](OC(=O)C)OC(=O)C)(=O)C.[Na+].O. The catalyst is ClCCl. The product is [Cl:16][C:12]1[CH:11]=[C:8]([CH2:9][N:1]2[CH2:5][CH2:4][CH2:3][CH2:2]2)[C:7]([Cl:6])=[CH:14][C:13]=1[OH:15]. The yield is 0.790. (3) The reactants are [H-].[Na+].[OH:3][CH2:4][C:5]1([CH3:16])[O:9][C:8]2=[N:10][C:11]([N+:13]([O-:15])=[O:14])=[CH:12][N:7]2[CH2:6]1.Cl[C:18]1[O:19][C:20]2[CH:26]=[CH:25][CH:24]=[CH:23][C:21]=2[N:22]=1. The catalyst is CN(C=O)C. The product is [CH3:16][C:5]1([CH2:4][O:3][C:18]2[O:19][C:20]3[CH:26]=[CH:25][CH:24]=[CH:23][C:21]=3[N:22]=2)[O:9][C:8]2=[N:10][C:11]([N+:13]([O-:15])=[O:14])=[CH:12][N:7]2[CH2:6]1. The yield is 0.390. (4) The reactants are [F:1][C:2]1[CH:10]=[CH:9][C:8]([CH2:11][C:12]2[C:21]3[C:16](=[CH:17][CH:18]=[CH:19][CH:20]=3)[C:15](=[O:22])[NH:14][N:13]=2)=[CH:7][C:3]=1[C:4](O)=[O:5].[N:23]1(C(OC(C)(C)C)=O)[CH2:29][CH2:28][CH2:27][NH:26][CH2:25][CH2:24]1. No catalyst specified. The product is [N:23]1([C:4]([C:3]2[CH:7]=[C:8]([CH:9]=[CH:10][C:2]=2[F:1])[CH2:11][C:12]2[C:21]3[C:16](=[CH:17][CH:18]=[CH:19][CH:20]=3)[C:15](=[O:22])[NH:14][N:13]=2)=[O:5])[CH2:29][CH2:28][CH2:27][NH:26][CH2:25][CH2:24]1. The yield is 0.680. (5) The reactants are [NH2:1][C:2]1[C:11]2[C:6](=[C:7](Br)[CH:8]=[CH:9][CH:10]=2)[N:5]=[N:4][C:3]=1[C:13]([NH:15][CH2:16][CH2:17][CH3:18])=[O:14].[F:19][C:20]1[CH:21]=[CH:22][C:23]([CH3:29])=[C:24](B(O)O)[CH:25]=1. No catalyst specified. The product is [NH2:1][C:2]1[C:11]2[C:6](=[C:7]([C:22]3[CH:21]=[C:20]([F:19])[CH:25]=[CH:24][C:23]=3[CH3:29])[CH:8]=[CH:9][CH:10]=2)[N:5]=[N:4][C:3]=1[C:13]([NH:15][CH2:16][CH2:17][CH3:18])=[O:14]. The yield is 0.860.